Dataset: Retrosynthesis with 50K atom-mapped reactions and 10 reaction types from USPTO. Task: Predict the reactants needed to synthesize the given product. (1) Given the product Cc1nc2ccc(-n3ccc(OCc4csc(C(F)(F)F)c4)cc3=O)cc2n1C, predict the reactants needed to synthesize it. The reactants are: Cc1nc2ccc(-n3ccc(O)cc3=O)cc2n1C.OCc1csc(C(F)(F)F)c1. (2) Given the product CCCN(C)c1cc(NC(=O)OC(C)(C)C)c(N)cc1C#N, predict the reactants needed to synthesize it. The reactants are: CCCN(C)c1cc(NC(=O)OC(C)(C)C)c([N+](=O)[O-])cc1C#N. (3) Given the product O=C(Cn1ccnc1-c1ccccc1)OCc1ccccc1, predict the reactants needed to synthesize it. The reactants are: O=C(CBr)OCc1ccccc1.c1ccc(-c2ncc[nH]2)cc1. (4) Given the product Cc1noc(-c2ccc(C#CCCCCC(=O)O)cc2)c1NC(=O)OC(C)c1ccccc1Cl, predict the reactants needed to synthesize it. The reactants are: C#CCCCCC(=O)O.Cc1noc(-c2ccc(Br)cc2)c1NC(=O)OC(C)c1ccccc1Cl. (5) Given the product COc1ccc(-n2nc(C(=O)O)cc2-c2ccn(C)n2)cn1, predict the reactants needed to synthesize it. The reactants are: COC(=O)c1cc(-c2ccn(C)n2)n(-c2ccc(OC)nc2)n1. (6) Given the product CCCS(=O)c1ccc([N+](=O)[O-])c(N)c1, predict the reactants needed to synthesize it. The reactants are: CCCSc1ccc([N+](=O)[O-])c(N)c1.O=C(O)C(F)(F)F.